Dataset: Full USPTO retrosynthesis dataset with 1.9M reactions from patents (1976-2016). Task: Predict the reactants needed to synthesize the given product. (1) Given the product [O:2]1[CH2:6][CH2:5][C@H:4]([NH:7][CH2:15]/[CH:16]=[CH:17]/[C:18]([O:20][CH3:21])=[O:19])[CH2:3]1, predict the reactants needed to synthesize it. The reactants are: Cl.[O:2]1[CH2:6][CH2:5][C@H:4]([NH2:7])[CH2:3]1.C([O-])([O-])=O.[K+].[K+].Br[CH2:15]/[CH:16]=[CH:17]/[C:18]([O:20][CH3:21])=[O:19]. (2) Given the product [CH2:1]([O:5][C:6](=[O:12])[CH:7]([CH3:11])[CH:8]([OH:10])[CH3:9])[CH2:2][CH2:3][CH3:4], predict the reactants needed to synthesize it. The reactants are: [CH2:1]([O:5][C:6](=[O:12])[C:7](=[CH2:11])[CH:8]([OH:10])[CH3:9])[CH2:2][CH2:3][CH3:4]. (3) Given the product [NH2:1][CH2:4][C:5]1[CH:6]=[C:7]([S:19]([NH:22][C:23]([CH3:26])([CH3:25])[CH3:24])(=[O:20])=[O:21])[CH:8]=[C:9]([S:11]([NH:14][C:15]([CH3:18])([CH3:17])[CH3:16])(=[O:12])=[O:13])[CH:10]=1, predict the reactants needed to synthesize it. The reactants are: [N:1]([CH2:4][C:5]1[CH:6]=[C:7]([S:19]([NH:22][C:23]([CH3:26])([CH3:25])[CH3:24])(=[O:21])=[O:20])[CH:8]=[C:9]([S:11]([NH:14][C:15]([CH3:18])([CH3:17])[CH3:16])(=[O:13])=[O:12])[CH:10]=1)=[N+]=[N-]. (4) Given the product [CH2:1]([O:5][C:6]([C:8]1[C:9]([OH:19])=[C:10]2[C:17]([CH3:18])=[N:16][S:15][C:11]2=[C:12]([C:25]2[CH:30]=[N:29][CH:28]=[CH:27][N:26]=2)[N:13]=1)=[O:7])[CH2:2][CH2:3][CH3:4], predict the reactants needed to synthesize it. The reactants are: [CH2:1]([O:5][C:6]([C:8]1[C:9]([OH:19])=[C:10]2[C:17]([CH3:18])=[N:16][S:15][C:11]2=[C:12](Br)[N:13]=1)=[O:7])[CH2:2][CH2:3][CH3:4].C([Sn](CCCC)(CCCC)[C:25]1[CH:30]=[N:29][CH:28]=[CH:27][N:26]=1)CCC. (5) The reactants are: [Na].[NH:2]1[CH:6]=[N:5][CH:4]=[N:3]1.[CH3:7][O:8][CH2:9][CH2:10][CH2:11][O:12][C:13]1[CH:18]=[CH:17][C:16]([C@H:19]2[C@H:24]([O:25][CH2:26][CH2:27][CH2:28]OS(C3C=CC(C)=CC=3)(=O)=O)[CH2:23][N:22](C(OCC3C=CC=CC=3)=O)[CH2:21][C@@H:20]2[O:50][CH2:51][C:52]2[CH:53]=[CH:54][C:55]3[O:60][CH2:59][CH2:58][N:57]([CH2:61][CH2:62][CH2:63][O:64][CH3:65])[C:56]=3[CH:66]=2)=[CH:15][CH:14]=1. Given the product [CH3:7][O:8][CH2:9][CH2:10][CH2:11][O:12][C:13]1[CH:18]=[CH:17][C:16]([C@H:19]2[C@H:24]([O:25][CH2:26][CH2:27][CH2:28][N:2]3[CH:6]=[N:5][CH:4]=[N:3]3)[CH2:23][NH:22][CH2:21][C@@H:20]2[O:50][CH2:51][C:52]2[CH:53]=[CH:54][C:55]3[O:60][CH2:59][CH2:58][N:57]([CH2:61][CH2:62][CH2:63][O:64][CH3:65])[C:56]=3[CH:66]=2)=[CH:15][CH:14]=1, predict the reactants needed to synthesize it. (6) Given the product [O:31]1[C:35]2[CH:36]=[CH:37][C:38]([S:40]([N:11]([O:12][CH:13]([CH2:14][CH3:15])[CH2:16][CH3:17])[CH2:10][C@@H:9]([OH:18])[C@@H:8]([NH:19][C:20](=[O:30])[O:21][C@@H:22]3[C@H:29]4[C@H:25]([O:26][CH2:27][CH2:28]4)[O:24][CH2:23]3)[CH2:1][C:2]3[CH:3]=[CH:4][CH:5]=[CH:6][CH:7]=3)(=[O:41])=[O:42])=[CH:39][C:34]=2[O:33][CH2:32]1, predict the reactants needed to synthesize it. The reactants are: [CH2:1]([C@H:8]([NH:19][C:20](=[O:30])[O:21][C@@H:22]1[C@H:29]2[C@H:25]([O:26][CH2:27][CH2:28]2)[O:24][CH2:23]1)[C@H:9]([OH:18])[CH2:10][NH:11][O:12][CH:13]([CH2:16][CH3:17])[CH2:14][CH3:15])[C:2]1[CH:7]=[CH:6][CH:5]=[CH:4][CH:3]=1.[O:31]1[C:35]2[CH:36]=[CH:37][C:38]([S:40](Cl)(=[O:42])=[O:41])=[CH:39][C:34]=2[O:33][CH2:32]1.C(N(C(C)C)CC)(C)C. (7) Given the product [Cl:5][C:6]1[N:7]=[C:8]([C:13]([NH:15][C@@H:16]2[CH2:21][CH2:20][N:19]([C:22]([O:24][C:25]([CH3:28])([CH3:27])[CH3:26])=[O:23])[CH2:18][C@H:17]2[NH:4][CH:1]([CH3:3])[CH3:2])=[O:14])[NH:9][C:10]=1[CH2:11][CH3:12], predict the reactants needed to synthesize it. The reactants are: [CH:1]([NH2:4])([CH3:3])[CH3:2].[Cl:5][C:6]1[N:7]=[C:8]([C:13]([NH:15][CH:16]2[CH2:21][CH2:20][N:19]([C:22]([O:24][C:25]([CH3:28])([CH3:27])[CH3:26])=[O:23])[CH2:18][C:17]2=O)=[O:14])[NH:9][C:10]=1[CH2:11][CH3:12].C([BH3-])#N.[Na+].C(O)(=O)C.